From a dataset of Full USPTO retrosynthesis dataset with 1.9M reactions from patents (1976-2016). Predict the reactants needed to synthesize the given product. (1) Given the product [Br:1][C:2]1[CH:3]=[C:4]2[CH:11]=[CH:10][N:9]([CH3:15])[C:5]2=[C:6]([Cl:8])[N:7]=1, predict the reactants needed to synthesize it. The reactants are: [Br:1][C:2]1[CH:3]=[C:4]2[CH:11]=[CH:10][NH:9][C:5]2=[C:6]([Cl:8])[N:7]=1.[H-].[Na+].I[CH3:15]. (2) Given the product [BrH:21].[NH2:11][C@@H:12]([CH2:16][Si:17]([CH3:20])([CH3:19])[CH3:18])[C:13]([OH:15])=[O:14], predict the reactants needed to synthesize it. The reactants are: C(OC([NH:11][C@@H:12]([CH2:16][Si:17]([CH3:20])([CH3:19])[CH3:18])[C:13]([OH:15])=[O:14])=O)C1C=CC=CC=1.[BrH:21].